This data is from Reaction yield outcomes from USPTO patents with 853,638 reactions. The task is: Predict the reaction yield, written as a fraction of the theoretical maximum amount of product (1.0 means a 100% yield; for example, 0.34 means a 34% yield). (1) The reactants are [Cl:1][C:2]1[CH:11]=[C:10]2[C:5]([CH:6]=[CH:7][C:8]([CH3:12])=[N:9]2)=[C:4]([N:13]2[CH2:18][CH2:17][NH:16][CH2:15][CH2:14]2)[CH:3]=1.Cl[CH2:20][C:21]([C:23]1[CH:24]=[CH:25][C:26]2[O:31][CH2:30][C:29](=[O:32])[NH:28][C:27]=2[CH:33]=1)=[O:22].C(N(CC)C(C)C)(C)C. The catalyst is C(#N)C.CO.C(Cl)Cl. The product is [ClH:1].[Cl:1][C:2]1[CH:11]=[C:10]2[C:5]([CH:6]=[CH:7][C:8]([CH3:12])=[N:9]2)=[C:4]([N:13]2[CH2:14][CH2:15][N:16]([CH2:20][C:21]([C:23]3[CH:24]=[CH:25][C:26]4[O:31][CH2:30][C:29](=[O:32])[NH:28][C:27]=4[CH:33]=3)=[O:22])[CH2:17][CH2:18]2)[CH:3]=1. The yield is 0.570. (2) The reactants are O[CH:2]=[C:3]1[C:11]2[C:6](=[CH:7][C:8]([C:12]([C:14]3[CH:15]=[C:16]([NH:20][C:21]([C:23]4[S:24][CH:25]=[CH:26][C:27]=4[CH3:28])=[O:22])[CH:17]=[CH:18][CH:19]=3)=[O:13])=[CH:9][CH:10]=2)[NH:5][C:4]1=[O:29].C1COCC1.[N:35]1([CH2:40][C:41]2[CH:46]=[CH:45][C:44]([NH2:47])=[CH:43][CH:42]=2)[CH2:39][CH2:38][CH2:37][CH2:36]1. The catalyst is CCOC(C)=O.CCCCCC. The product is [O:29]=[C:4]1[C:3](=[CH:2][NH:47][C:44]2[CH:43]=[CH:42][C:41]([CH2:40][N:35]3[CH2:39][CH2:38][CH2:37][CH2:36]3)=[CH:46][CH:45]=2)[C:11]2[C:6](=[CH:7][C:8]([C:12]([C:14]3[CH:15]=[C:16]([NH:20][C:21]([C:23]4[S:24][CH:25]=[CH:26][C:27]=4[CH3:28])=[O:22])[CH:17]=[CH:18][CH:19]=3)=[O:13])=[CH:9][CH:10]=2)[NH:5]1. The yield is 0.520. (3) The reactants are FC(F)(F)S(O[C:7]1[CH:12]=[CH:11][C:10]([F:13])=[C:9]([NH:14][CH2:15][C:16]2[CH:21]=[CH:20][CH:19]=[C:18]([F:22])[CH:17]=2)[N:8]=1)(=O)=O.[Cl:25][C:26]1[C:27](B(O)O)=[CH:28][C:29]([F:32])=[N:30][CH:31]=1.C(=O)([O-])[O-].[Na+].[Na+]. The catalyst is COCCOC.C1C=CC(P(C2C=CC=CC=2)[C-]2C=CC=C2)=CC=1.C1C=CC(P(C2C=CC=CC=2)[C-]2C=CC=C2)=CC=1.Cl[Pd]Cl.[Fe+2].C(Cl)Cl. The product is [Cl:25][C:26]1[C:27]([C:7]2[CH:12]=[CH:11][C:10]([F:13])=[C:9]([NH:14][CH2:15][C:16]3[CH:21]=[CH:20][CH:19]=[C:18]([F:22])[CH:17]=3)[N:8]=2)=[CH:28][C:29]([F:32])=[N:30][CH:31]=1. The yield is 0.570. (4) The reactants are [CH:1]([C:3]1[CH:8]=[CH:7][C:6]([CH:9]2[C:13]3[CH:14]=[C:15]([NH:20][C:21](=[O:27])[CH2:22][C:23]([CH3:26])([CH3:25])[CH3:24])[C:16]([CH3:19])=[C:17]([CH3:18])[C:12]=3[O:11][C:10]2([CH3:29])[CH3:28])=[CH:5][CH:4]=1)=[O:2].C1COCC1.C(OC(C)C)(C)C. No catalyst specified. The product is [OH:2][CH2:1][C:3]1[CH:4]=[CH:5][C:6]([CH:9]2[C:13]3[CH:14]=[C:15]([NH:20][C:21](=[O:27])[CH2:22][C:23]([CH3:25])([CH3:24])[CH3:26])[C:16]([CH3:19])=[C:17]([CH3:18])[C:12]=3[O:11][C:10]2([CH3:29])[CH3:28])=[CH:7][CH:8]=1. The yield is 0.800. (5) The reactants are FC(F)(F)C(O)=O.[O:8]1[C:12]2[CH:13]=[CH:14][C:15]([C:17]3([C:20]([NH:22][C:23]4[CH:24]=[C:25]5[C:29](=[CH:30][CH:31]=4)[NH:28][C:27]([C:32]([CH3:43])([CH3:42])[CH2:33][NH:34]C(=O)OC(C)(C)C)=[CH:26]5)=[O:21])[CH2:19][CH2:18]3)=[CH:16][C:11]=2[O:10][CH2:9]1. The catalyst is ClCCl. The product is [NH2:34][CH2:33][C:32]([C:27]1[NH:28][C:29]2[C:25]([CH:26]=1)=[CH:24][C:23]([NH:22][C:20]([C:17]1([C:15]3[CH:14]=[CH:13][C:12]4[O:8][CH2:9][O:10][C:11]=4[CH:16]=3)[CH2:19][CH2:18]1)=[O:21])=[CH:31][CH:30]=2)([CH3:42])[CH3:43]. The yield is 0.860. (6) The reactants are F[C:2]1[CH:3]=[C:4]([O:11][CH3:12])[CH:5]=[CH:6][C:7]=1[N+:8]([O-:10])=[O:9].C(N(C(C)C)CC)(C)C.Cl.Cl.[CH2:24]([O:26][C@H:27]1[CH2:32][CH2:31][C@H:30]([N:33]2[CH2:38][CH2:37][CH:36]([NH2:39])[CH2:35][CH2:34]2)[CH2:29][CH2:28]1)[CH3:25]. The catalyst is CN(C)C=O. The product is [CH2:24]([O:26][C@H:27]1[CH2:28][CH2:29][C@H:30]([N:33]2[CH2:34][CH2:35][CH:36]([NH:39][C:2]3[CH:3]=[C:4]([O:11][CH3:12])[CH:5]=[CH:6][C:7]=3[N+:8]([O-:10])=[O:9])[CH2:37][CH2:38]2)[CH2:31][CH2:32]1)[CH3:25]. The yield is 0.520.